Dataset: Forward reaction prediction with 1.9M reactions from USPTO patents (1976-2016). Task: Predict the product of the given reaction. (1) The product is: [C:18]([O:21][CH:22]1[CH:27]([N:28]([CH3:29])[CH3:30])[CH2:26][CH:25]([CH3:31])[O:24][CH:23]1[O:1][C:2]1[C:15]2[C:16]3=[C:17]4[C:12](=[CH:13][CH:14]=2)[CH:11]=[CH:10][CH:9]=[C:8]4[CH:7]=[CH:6][C:5]3=[CH:4][CH:3]=1)(=[O:20])[CH3:19]. Given the reactants [OH:1][C:2]1[C:15]2[C:16]3=[C:17]4[C:12](=[CH:13][CH:14]=2)[CH:11]=[CH:10][CH:9]=[C:8]4[CH:7]=[CH:6][C:5]3=[CH:4][CH:3]=1.[C:18]([O:21][CH:22]1[CH:27]([N:28]([CH3:30])[CH3:29])[CH2:26][CH:25]([CH3:31])[O:24][CH:23]1F)(=[O:20])[CH3:19].B(F)(F)F.CCOCC, predict the reaction product. (2) Given the reactants CCN(C(C)C)C(C)C.[C:10]([C:12]1[CH:20]=[CH:19][C:15]([C:16]([OH:18])=O)=[CH:14][CH:13]=1)#[N:11].CN(C(ON1N=NC2C=CC=CC1=2)=[N+](C)C)C.[B-](F)(F)(F)F.[CH:43]1([C@H:47]([NH:54][CH3:55])[CH2:48][N:49]2[CH2:52][CH:51]([OH:53])[CH2:50]2)[CH2:46][CH2:45][CH2:44]1, predict the reaction product. The product is: [C:10]([C:12]1[CH:13]=[CH:14][C:15]([C:16]([N:54]([C@@H:47]([CH:43]2[CH2:46][CH2:45][CH2:44]2)[CH2:48][N:49]2[CH2:50][CH:51]([OH:53])[CH2:52]2)[CH3:55])=[O:18])=[CH:19][CH:20]=1)#[N:11].